This data is from Catalyst prediction with 721,799 reactions and 888 catalyst types from USPTO. The task is: Predict which catalyst facilitates the given reaction. (1) Reactant: [F:1][C:2]1[CH:9]=[CH:8][C:5]([CH2:6][OH:7])=[CH:4][CH:3]=1.C1(P(C2C=CC=CC=2)C2C=CC=CC=2)C=CC=CC=1.[CH3:29][O:30][C:31]([C@@H:33]1[CH2:37][C:36](=[O:38])[N:35]([C:39]2[CH:44]=[CH:43][C:42](O)=[CH:41][CH:40]=2)[CH2:34]1)=[O:32].N(C(OC(C)C)=O)=NC(OC(C)C)=O. Product: [CH3:29][O:30][C:31]([C@@H:33]1[CH2:37][C:36](=[O:38])[N:35]([C:39]2[CH:44]=[CH:43][C:42]([O:7][CH2:6][C:5]3[CH:8]=[CH:9][C:2]([F:1])=[CH:3][CH:4]=3)=[CH:41][CH:40]=2)[CH2:34]1)=[O:32]. The catalyst class is: 7. (2) Reactant: [CH3:1][S:2]([N:5]([CH3:17])[C:6]1[CH:11]=[CH:10][CH:9]=[CH:8][C:7]=1[CH:12](C)[C:13](O)=O)(=[O:4])=[O:3].C1C=CC(OP(OC2C=CC=CC=2)([N:27]=[N+]=[N-])=O)=CC=1.C(N(CC)CC)C.Cl.C(O)(C)(C)C.FC(F)(F)C(O)=O. Product: [NH2:27][CH:12]([C:7]1[CH:8]=[CH:9][CH:10]=[CH:11][C:6]=1[N:5]([CH3:17])[S:2]([CH3:1])(=[O:4])=[O:3])[CH3:13]. The catalyst class is: 4.